This data is from NCI-60 drug combinations with 297,098 pairs across 59 cell lines. The task is: Regression. Given two drug SMILES strings and cell line genomic features, predict the synergy score measuring deviation from expected non-interaction effect. (1) Drug 1: CC(C)(C#N)C1=CC(=CC(=C1)CN2C=NC=N2)C(C)(C)C#N. Drug 2: CC1CCC2CC(C(=CC=CC=CC(CC(C(=O)C(C(C(=CC(C(=O)CC(OC(=O)C3CCCCN3C(=O)C(=O)C1(O2)O)C(C)CC4CCC(C(C4)OC)O)C)C)O)OC)C)C)C)OC. Cell line: OVCAR-4. Synergy scores: CSS=-1.62, Synergy_ZIP=-0.440, Synergy_Bliss=0.554, Synergy_Loewe=-5.14, Synergy_HSA=-2.44. (2) Drug 1: CCN(CC)CCCC(C)NC1=C2C=C(C=CC2=NC3=C1C=CC(=C3)Cl)OC. Drug 2: C(CN)CNCCSP(=O)(O)O. Cell line: OVCAR-5. Synergy scores: CSS=11.9, Synergy_ZIP=-1.10, Synergy_Bliss=2.22, Synergy_Loewe=-5.38, Synergy_HSA=-0.135. (3) Drug 1: C1=NC2=C(N=C(N=C2N1C3C(C(C(O3)CO)O)O)F)N. Drug 2: C(=O)(N)NO. Cell line: RPMI-8226. Synergy scores: CSS=-3.40, Synergy_ZIP=3.79, Synergy_Bliss=3.65, Synergy_Loewe=-3.63, Synergy_HSA=-3.54. (4) Drug 1: C1CCC(CC1)NC(=O)N(CCCl)N=O. Drug 2: CC12CCC3C(C1CCC2O)C(CC4=C3C=CC(=C4)O)CCCCCCCCCS(=O)CCCC(C(F)(F)F)(F)F. Cell line: IGROV1. Synergy scores: CSS=19.0, Synergy_ZIP=-0.786, Synergy_Bliss=-5.01, Synergy_Loewe=-4.69, Synergy_HSA=-4.77. (5) Drug 1: CC1=C(C=C(C=C1)NC2=NC=CC(=N2)N(C)C3=CC4=NN(C(=C4C=C3)C)C)S(=O)(=O)N.Cl. Drug 2: C1=CN(C=N1)CC(O)(P(=O)(O)O)P(=O)(O)O. Cell line: OVCAR3. Synergy scores: CSS=8.84, Synergy_ZIP=-1.48, Synergy_Bliss=2.25, Synergy_Loewe=0.687, Synergy_HSA=1.60. (6) Drug 1: CC1=CC2C(CCC3(C2CCC3(C(=O)C)OC(=O)C)C)C4(C1=CC(=O)CC4)C. Drug 2: C1=NC(=NC(=O)N1C2C(C(C(O2)CO)O)O)N. Cell line: MDA-MB-435. Synergy scores: CSS=-4.18, Synergy_ZIP=3.93, Synergy_Bliss=2.56, Synergy_Loewe=-6.74, Synergy_HSA=-3.23. (7) Drug 1: CS(=O)(=O)C1=CC(=C(C=C1)C(=O)NC2=CC(=C(C=C2)Cl)C3=CC=CC=N3)Cl. Drug 2: CNC(=O)C1=NC=CC(=C1)OC2=CC=C(C=C2)NC(=O)NC3=CC(=C(C=C3)Cl)C(F)(F)F. Cell line: SNB-75. Synergy scores: CSS=3.90, Synergy_ZIP=-2.20, Synergy_Bliss=-3.55, Synergy_Loewe=-12.4, Synergy_HSA=-6.58. (8) Drug 1: CC1=C2C(C(=O)C3(C(CC4C(C3C(C(C2(C)C)(CC1OC(=O)C(C(C5=CC=CC=C5)NC(=O)C6=CC=CC=C6)O)O)OC(=O)C7=CC=CC=C7)(CO4)OC(=O)C)O)C)OC(=O)C. Drug 2: C1=CC=C(C(=C1)C(C2=CC=C(C=C2)Cl)C(Cl)Cl)Cl. Cell line: T-47D. Synergy scores: CSS=38.8, Synergy_ZIP=3.96, Synergy_Bliss=4.76, Synergy_Loewe=-20.4, Synergy_HSA=3.13. (9) Drug 1: C1=CC(=CC=C1CCC2=CNC3=C2C(=O)NC(=N3)N)C(=O)NC(CCC(=O)O)C(=O)O. Drug 2: CC1=C2C(C(=O)C3(C(CC4C(C3C(C(C2(C)C)(CC1OC(=O)C(C(C5=CC=CC=C5)NC(=O)OC(C)(C)C)O)O)OC(=O)C6=CC=CC=C6)(CO4)OC(=O)C)O)C)O. Cell line: ACHN. Synergy scores: CSS=39.2, Synergy_ZIP=0.217, Synergy_Bliss=3.01, Synergy_Loewe=4.22, Synergy_HSA=6.00. (10) Drug 1: CC1=CC2C(CCC3(C2CCC3(C(=O)C)OC(=O)C)C)C4(C1=CC(=O)CC4)C. Drug 2: CCC1(CC2CC(C3=C(CCN(C2)C1)C4=CC=CC=C4N3)(C5=C(C=C6C(=C5)C78CCN9C7C(C=CC9)(C(C(C8N6C=O)(C(=O)OC)O)OC(=O)C)CC)OC)C(=O)OC)O.OS(=O)(=O)O. Cell line: MOLT-4. Synergy scores: CSS=67.7, Synergy_ZIP=16.9, Synergy_Bliss=16.4, Synergy_Loewe=-25.9, Synergy_HSA=15.3.